This data is from Full USPTO retrosynthesis dataset with 1.9M reactions from patents (1976-2016). The task is: Predict the reactants needed to synthesize the given product. Given the product [C:1]([O:5][C@@H:6]([C:11]1[C:40]([CH3:41])=[CH:39][C:38]2=[N:42][C:35]3=[C:36]([Cl:43])[N:37]2[C:12]=1[N:13]1[CH2:14][CH2:15][C:16]([CH3:50])([O:17][CH2:18][CH2:19][CH2:20][CH2:21][C@H:22]([CH3:47])[O:23][C:24]2[CH:25]=[C:26]([CH3:46])[C:27]([F:45])=[CH:28][C:29]=2[C:30]2[CH:44]=[C:34]3[CH:33]=[CH:32][CH:31]=2)[CH2:48][CH2:49]1)[C:7]([OH:9])=[O:8])([CH3:4])([CH3:2])[CH3:3], predict the reactants needed to synthesize it. The reactants are: [C:1]([O:5][C@@H:6]([C:11]1[C:40]([CH3:41])=[CH:39][C:38]2=[N:42][C:35]3=[C:36]([Cl:43])[N:37]2[C:12]=1[N:13]1[CH2:49][CH2:48][C:16]([CH3:50])([O:17][CH2:18][CH2:19][CH2:20][CH2:21][C@H:22]([CH3:47])[O:23][C:24]2[CH:25]=[C:26]([CH3:46])[C:27]([F:45])=[CH:28][C:29]=2[C:30]2[CH:44]=[C:34]3[CH:33]=[CH:32][CH:31]=2)[CH2:15][CH2:14]1)[C:7]([O:9]C)=[O:8])([CH3:4])([CH3:3])[CH3:2].C(O[C@@H](C1C(C)=CC2=NC3=CN2C=1N1CCC(C)(OCC=CC[C@H](C)OC2C=C(F)C=CC=2C2C=C3C=CC=2)CC1)C(O)=O)(C)(C)C.